From a dataset of Catalyst prediction with 721,799 reactions and 888 catalyst types from USPTO. Predict which catalyst facilitates the given reaction. (1) Reactant: [CH:1]1([CH2:7][C:8]2[S:12][C:11]([C:13]([O:15]CC)=O)=[N:10][C:9]=2[C:18]2[CH:23]=[C:22]([C:24]([CH3:27])([CH3:26])[CH3:25])[CH:21]=[C:20]([C:28]([CH3:31])([CH3:30])[CH3:29])[CH:19]=2)[CH2:6][CH2:5][CH2:4][CH2:3][CH2:2]1.[NH3:32]. Product: [CH:1]1([CH2:7][C:8]2[S:12][C:11]([C:13]([NH2:32])=[O:15])=[N:10][C:9]=2[C:18]2[CH:23]=[C:22]([C:24]([CH3:25])([CH3:27])[CH3:26])[CH:21]=[C:20]([C:28]([CH3:31])([CH3:29])[CH3:30])[CH:19]=2)[CH2:2][CH2:3][CH2:4][CH2:5][CH2:6]1. The catalyst class is: 5. (2) Reactant: [CH3:1][O:2][C:3]([NH:5][C@@H:6]1[CH:14]2[C:15](=[O:65])[CH2:16][C@H:17]([C:19]3[NH:20][C:21]([C:24]4[CH:29]=[CH:28][C:27]([C:30]5[CH:39]=[N:38][C:37]6[C:32](=[CH:33][CH:34]=[C:35]([C:40]7[N:44](COCC[Si](C)(C)C)[C:43]([C@@H:53]8[CH2:57][CH2:56][CH2:55][N:54]8C(OC(C)(C)C)=O)=[N:42][CH:41]=7)[CH:36]=6)[N:31]=5)=[CH:26][CH:25]=4)=[CH:22][N:23]=3)[CH2:18][N:12]3[C:13]2=[C:9]([CH:10]=[CH:11]3)[CH2:8][CH2:7]1)=[O:4].[ClH:66].O1CCOCC1. Product: [ClH:66].[O:65]=[C:15]1[CH:14]2[C:13]3[N:12]([CH:11]=[CH:10][C:9]=3[CH2:8][CH2:7][C@@H:6]2[NH:5][C:3](=[O:4])[O:2][CH3:1])[CH2:18][C@@H:17]([C:19]2[NH:20][C:21]([C:24]3[CH:25]=[CH:26][C:27]([C:30]4[CH:39]=[N:38][C:37]5[C:32](=[CH:33][CH:34]=[C:35]([C:40]6[NH:44][C:43]([C@@H:53]7[CH2:57][CH2:56][CH2:55][NH:54]7)=[N:42][CH:41]=6)[CH:36]=5)[N:31]=4)=[CH:28][CH:29]=3)=[CH:22][N:23]=2)[CH2:16]1. The catalyst class is: 14.